Predict the reaction yield, written as a fraction of the theoretical maximum amount of product (1.0 means a 100% yield; for example, 0.34 means a 34% yield). From a dataset of Reaction yield outcomes from USPTO patents with 853,638 reactions. (1) The reactants are [Cl:1][C:2]1[C:3]([C:8]2[CH:13]=[CH:12][C:11]([CH3:14])=[CH:10][CH:9]=2)=[N:4][CH:5]=[CH:6][CH:7]=1.C[OH:16]. The product is [Cl:1][C:2]1[C:3]([C:8]2[CH:13]=[CH:12][C:11]([CH:14]=[O:16])=[CH:10][CH:9]=2)=[N:4][CH:5]=[CH:6][CH:7]=1. The yield is 0.600. No catalyst specified. (2) The reactants are COC1C=C[C:6]([C@@H:9]([N:11]([CH2:22][C:23]2[N:24]=[C:25]3[CH:30]=[CH:29][CH:28]=[C:27]([N:31]4[CH2:36][CH2:35][N:34]([CH3:37])[CH2:33][CH2:32]4)[N:26]3[CH:38]=2)[C@@H:12]2[C:21]3[N:20]=[CH:19][CH:18]=[CH:17][C:16]=3[CH2:15][CH2:14][CH2:13]2)C)=[CH:5]C=1.C(=O)CC. No catalyst specified. The product is [CH3:37][N:34]1[CH2:35][CH2:36][N:31]([C:27]2[N:26]3[CH:38]=[C:23]([CH2:22][N:11]([CH2:9][CH2:6][CH3:5])[C@@H:12]4[C:21]5[N:20]=[CH:19][CH:18]=[CH:17][C:16]=5[CH2:15][CH2:14][CH2:13]4)[N:24]=[C:25]3[CH:30]=[CH:29][CH:28]=2)[CH2:32][CH2:33]1. The yield is 0.400. (3) The reactants are [OH:1][CH2:2][CH2:3][CH2:4][CH2:5][CH2:6][CH2:7][CH2:8][CH2:9][CH2:10][CH2:11][CH2:12][CH2:13][C:14]1[C:15]([O:37]C)=[C:16]2[C:21](=[CH:22][C:23]=1[O:24][CH3:25])[O:20][C:19]([C:26]1[CH:31]=[CH:30][C:29]([O:32]C)=[C:28]([O:34]C)[CH:27]=1)=[CH:18][C:17]2=[O:36].B(Br)(Br)Br.CO.O. The yield is 0.500. The catalyst is ClCCl. The product is [OH:34][C:28]1[CH:27]=[C:26]([C:19]2[O:20][C:21]3[C:16]([C:17](=[O:36])[CH:18]=2)=[C:15]([OH:37])[C:14]([CH2:13][CH2:12][CH2:11][CH2:10][CH2:9][CH2:8][CH2:7][CH2:6][CH2:5][CH2:4][CH2:3][CH2:2][OH:1])=[C:23]([O:24][CH3:25])[CH:22]=3)[CH:31]=[CH:30][C:29]=1[OH:32]. (4) The reactants are [CH:1]([C:4]1[N:5]=[C:6]([N:9]([CH2:15][C:16]2[CH:35]=[CH:34][C:19]([CH2:20][O:21][C:22]3[CH:27]=[CH:26][C:25]([CH2:28][CH2:29][C:30]([O:32]C)=[O:31])=[CH:24][CH:23]=3)=[CH:18][CH:17]=2)[CH2:10][CH2:11][CH:12]([CH3:14])[CH3:13])[S:7][CH:8]=1)([CH3:3])[CH3:2].O.Cl. The catalyst is CO.O1CCCC1.[OH-].[Na+]. The product is [CH:1]([C:4]1[N:5]=[C:6]([N:9]([CH2:15][C:16]2[CH:17]=[CH:18][C:19]([CH2:20][O:21][C:22]3[CH:23]=[CH:24][C:25]([CH2:28][CH2:29][C:30]([OH:32])=[O:31])=[CH:26][CH:27]=3)=[CH:34][CH:35]=2)[CH2:10][CH2:11][CH:12]([CH3:14])[CH3:13])[S:7][CH:8]=1)([CH3:2])[CH3:3]. The yield is 0.880. (5) The reactants are [CH2:1]([O:3][C:4]1[C:5]([OH:14])=[C:6]([CH:9]=[C:10]([CH:12]=O)[CH:11]=1)[C:7]#[N:8])[CH3:2].[C:15]1([C:21](=O)[CH2:22][C:23]2[CH:28]=[CH:27][CH:26]=[CH:25][CH:24]=2)[CH:20]=[CH:19][CH:18]=[CH:17][CH:16]=1.[NH2:30][C:31]([NH2:33])=[O:32].Cl. The catalyst is CCO.CO.CCOC(C)=O. The product is [CH2:1]([O:3][C:4]1[C:5]([OH:14])=[C:6]([CH:9]=[C:10]([CH:12]2[C:22]([C:23]3[CH:28]=[CH:27][CH:26]=[CH:25][CH:24]=3)=[C:21]([C:15]3[CH:20]=[CH:19][CH:18]=[CH:17][CH:16]=3)[NH:33][C:31](=[O:32])[NH:30]2)[CH:11]=1)[C:7]#[N:8])[CH3:2]. The yield is 0.457. (6) The reactants are [C:1]([O:9][CH:10]1[CH2:18][CH:13]2[O:14][C:15](=[O:17])[CH2:16][CH:12]2[CH:11]1[CH:19]=[CH:20][CH:21]([OH:34])[CH2:22][O:23][C:24]1[CH:29]=[CH:28][CH:27]=[C:26]([C:30]([F:33])([F:32])[F:31])[CH:25]=1)(=[O:8])[C:2]1[CH:7]=[CH:6][CH:5]=[CH:4][CH:3]=1. The catalyst is C(OCC)(=O)C.[Pd]. The product is [C:1]([O:9][CH:10]1[CH2:18][CH:13]2[O:14][C:15](=[O:17])[CH2:16][CH:12]2[CH:11]1[CH2:19][CH2:20][CH:21]([OH:34])[CH2:22][O:23][C:24]1[CH:29]=[CH:28][CH:27]=[C:26]([C:30]([F:33])([F:32])[F:31])[CH:25]=1)(=[O:8])[C:2]1[CH:7]=[CH:6][CH:5]=[CH:4][CH:3]=1. The yield is 1.00. (7) The reactants are [CH:1](O)([C:8]1[CH:13]=[CH:12][CH:11]=[CH:10][CH:9]=1)[C:2]1[CH:7]=[CH:6][CH:5]=[CH:4][CH:3]=1.N[C:16](N)=[S:17].Br.[NH2+:20]=[C:21](N)[OH:22].[OH-].[K+].ClCC(N)=[O:29].C(O)(=O)C.OO. The catalyst is ClC1C=CC=CC=1.O. The product is [CH:5]1[CH:4]=[CH:3][C:2]([CH:1]([S+:17]([O-:29])[CH2:16][C:21]([NH2:20])=[O:22])[C:8]2[CH:13]=[CH:12][CH:11]=[CH:10][CH:9]=2)=[CH:7][CH:6]=1. The yield is 0.693. (8) The reactants are [OH:1][C:2]1[CH:3]=[C:4]2[C:9](=[CH:10][CH:11]=1)[C:8](=[O:12])[CH2:7][CH2:6][CH2:5]2.[F:13][C:14]([F:19])([F:18])[CH2:15][CH2:16]O.C1(P(C2C=CC=CC=2)C2C=CC=CC=2)C=CC=CC=1.CC(OC(/N=N/C(OC(C)C)=O)=O)C. The catalyst is C1COCC1.CCOC(C)=O. The product is [F:13][C:14]([F:19])([F:18])[CH2:15][CH2:16][O:1][C:2]1[CH:3]=[C:4]2[C:9](=[CH:10][CH:11]=1)[C:8](=[O:12])[CH2:7][CH2:6][CH2:5]2. The yield is 0.530.